Dataset: Forward reaction prediction with 1.9M reactions from USPTO patents (1976-2016). Task: Predict the product of the given reaction. Given the reactants [C:1]([OH:11])(=[O:10])[CH:2]=[CH:3][C:4]1[CH:9]=[CH:8][CH:7]=[CH:6][CH:5]=1.[NH3:12].C(=O)([O-])[O-].[NH4+].[NH4+], predict the reaction product. The product is: [NH2:12][C@H:2]([C:1]([OH:11])=[O:10])[CH2:3][C:4]1[CH:5]=[CH:6][CH:7]=[CH:8][CH:9]=1.